This data is from Catalyst prediction with 721,799 reactions and 888 catalyst types from USPTO. The task is: Predict which catalyst facilitates the given reaction. (1) Reactant: [Cl:1][C:2]1[S:3][C:4]([C:7]([NH:9][CH2:10][C:11]2[N:12]=[N:13][N:14]([C:16]3[CH:24]=[CH:23][C:22]([N:25]4[CH:30]=[CH:29][CH:28]=[CH:27][C:26]4=[O:31])=[CH:21][C:17]=3[C:18](O)=[O:19])[CH:15]=2)=[O:8])=[CH:5][CH:6]=1.N.CC[N:35](C(C)C)C(C)C.C1CN([P+](ON2N=NC3C=CC=CC2=3)(N2CCCC2)N2CCCC2)CC1.F[P-](F)(F)(F)(F)F. Product: [C:18]([C:17]1[CH:21]=[C:22]([N:25]2[CH:30]=[CH:29][CH:28]=[CH:27][C:26]2=[O:31])[CH:23]=[CH:24][C:16]=1[N:14]1[CH:15]=[C:11]([CH2:10][NH:9][C:7]([C:4]2[S:3][C:2]([Cl:1])=[CH:6][CH:5]=2)=[O:8])[N:12]=[N:13]1)(=[O:19])[NH2:35]. The catalyst class is: 3. (2) Reactant: [C:1](Cl)(=O)[C:2]([Cl:4])=[O:3].CN(C=O)C.[CH2:12]([O:20][CH2:21]CC(O)=O)[CH2:13][C:14]1[CH:19]=[CH:18][CH:17]=[CH:16][CH:15]=1. Product: [CH2:12]([O:20][CH2:21][CH2:1][C:2]([Cl:4])=[O:3])[CH2:13][C:14]1[CH:19]=[CH:18][CH:17]=[CH:16][CH:15]=1. The catalyst class is: 4. (3) Reactant: [CH2:1]([N:8]1[CH2:13][C@@H:12]([N+:14]([O-:16])=[O:15])[C@H:11]([C:17]2[CH:22]=[C:21]([F:23])[CH:20]=[CH:19][C:18]=2[F:24])[CH2:10][C:9]1=O)[C:2]1[CH:7]=[CH:6][CH:5]=[CH:4][CH:3]=1.CSC.B.[ClH:30]. Product: [ClH:30].[ClH:30].[CH2:1]([N:8]1[CH2:9][CH2:10][C@@H:11]([C:17]2[CH:22]=[C:21]([F:23])[CH:20]=[CH:19][C:18]=2[F:24])[C@H:12]([N+:14]([O-:16])=[O:15])[CH2:13]1)[C:2]1[CH:7]=[CH:6][CH:5]=[CH:4][CH:3]=1. The catalyst class is: 36. (4) Reactant: [CH:1]1[C:10]2[C:5](=[CH:6][CH:7]=[CH:8][CH:9]=2)[CH:4]=[CH:3][C:2]=1[C:11]1[CH2:15][CH2:14][CH:13]([OH:16])[CH:12]=1.[CH2:17]([Zn]CC)C.ICI. Product: [CH:1]1[C:10]2[C:5](=[CH:6][CH:7]=[CH:8][CH:9]=2)[CH:4]=[CH:3][C:2]=1[C:11]12[CH2:17][CH:12]1[CH:13]([OH:16])[CH2:14][CH2:15]2. The catalyst class is: 4. (5) Reactant: Br[C:2]1[CH:11]=[C:10]2[C:5]([C:6]([CH3:19])([CH3:18])[CH2:7][C:8](C(=O)C)=[C:9]2[CH:12]([CH3:14])[CH3:13])=[CH:4][C:3]=1[O:20][CH2:21][CH:22]1[CH2:24][CH2:23]1.[CH3:25][CH2:26][O:27][C:28]([CH:30](P(OCC)(OCC)=O)[F:31])=[O:29].[CH:40]([N-]C(C)C)(C)[CH3:41].[Li+]. Product: [F:31]/[C:30](=[C:40](/[C:2]1[CH:11]=[C:10]2[C:5]([C:6]([CH3:18])([CH3:19])[CH2:7][CH:8]=[C:9]2[CH:12]([CH3:14])[CH3:13])=[CH:4][C:3]=1[O:20][CH2:21][CH:22]1[CH2:23][CH2:24]1)\[CH3:41])/[C:28]([O:27][CH2:26][CH3:25])=[O:29]. The catalyst class is: 1. (6) Reactant: [H-].[Na+].[C:3](=[O:8])([O:6][CH3:7])OC.[F:9][C:10]1[CH:11]=[C:12]2[C:17](=[CH:18][C:19]=1[O:20][CH3:21])[C:16](=[O:22])[CH2:15][CH2:14][CH2:13]2.C(O)(=O)C. Product: [F:9][C:10]1[CH:11]=[C:12]2[C:17](=[CH:18][C:19]=1[O:20][CH3:21])[C:16](=[O:22])[CH:15]([C:3]([O:6][CH3:7])=[O:8])[CH2:14][CH2:13]2. The catalyst class is: 30. (7) Reactant: [CH3:1][Mg]Cl.[C:4]([C:7]1[C:15]2[O:14][CH2:13][O:12][C:11]=2[CH:10]=[CH:9][CH:8]=1)(=[O:6])[CH3:5]. Product: [O:12]1[C:11]2[CH:10]=[CH:9][CH:8]=[C:7]([C:4]([CH3:1])([OH:6])[CH3:5])[C:15]=2[O:14][CH2:13]1. The catalyst class is: 1. (8) Reactant: [Cl:1][C:2]1[CH:10]=[C:9]2[C:5]([C:6]([C:12]3[N:17]=[C:16]4[C:18]([C:29](O)=[O:30])=[CH:19][N:20]([CH2:21][O:22][CH2:23][CH2:24][Si:25]([CH3:28])([CH3:27])[CH3:26])[C:15]4=[N:14][CH:13]=3)=[N:7][N:8]2[CH3:11])=[CH:4][CH:3]=1.CN(C(ON1N=N[C:42]2[CH:43]=[CH:44][CH:45]=[N:46]C1=2)=[N+](C)C)C.F[P-](F)(F)(F)(F)F.C(N(CC)C(C)C)(C)C.C1(CN)CC1. Product: [Cl:1][C:2]1[CH:10]=[C:9]2[C:5]([C:6]([C:12]3[N:17]=[C:16]4[C:18]([C:29]([NH:46][CH2:45][CH:44]5[CH2:42][CH2:43]5)=[O:30])=[CH:19][N:20]([CH2:21][O:22][CH2:23][CH2:24][Si:25]([CH3:28])([CH3:27])[CH3:26])[C:15]4=[N:14][CH:13]=3)=[N:7][N:8]2[CH3:11])=[CH:4][CH:3]=1. The catalyst class is: 248.